Task: Predict the reactants needed to synthesize the given product.. Dataset: Full USPTO retrosynthesis dataset with 1.9M reactions from patents (1976-2016) (1) Given the product [CH3:1][C:2]1([CH3:10])[CH2:6][CH2:5][C:4]([CH3:9])([CH3:8])[NH:3]1, predict the reactants needed to synthesize it. The reactants are: [CH3:1][C:2]1([CH3:10])[C:6](=O)[CH2:5][C:4]([CH3:9])([CH3:8])[NH:3]1.O.NN.[OH-].[K+].C(=O)([O-])[O-].[K+].[K+]. (2) Given the product [Br:6][C:7]1[CH:8]=[CH:9][C:10]([CH2:13][C:14]([O:16][CH3:17])=[O:15])=[CH:11][CH:12]=1, predict the reactants needed to synthesize it. The reactants are: S(=O)(=O)(O)O.[Br:6][C:7]1[CH:12]=[CH:11][C:10]([CH2:13][C:14]([OH:16])=[O:15])=[CH:9][CH:8]=1.[CH3:17]O. (3) Given the product [CH2:46]([N:45]([CH2:44][CH:40]1[CH2:41][CH2:42][CH2:43][O:39]1)[C:16]1[C:17]2[CH2:23][N:22]([C:24]([O:26][C:27]([CH3:30])([CH3:28])[CH3:29])=[O:25])[CH2:21][CH2:20][C:18]=2[N:19]=[C:14]([NH:13][C:10]2[CH:9]=[CH:8][C:7]([N:3]3[CH:4]=[CH:5][N:6]=[C:2]3[CH3:1])=[CH:12][CH:11]=2)[N:15]=1)[CH3:47], predict the reactants needed to synthesize it. The reactants are: [CH3:1][C:2]1[N:3]([C:7]2[CH:12]=[CH:11][C:10]([NH:13][C:14]3[N:15]=[C:16](OS(C(F)(F)F)(=O)=O)[C:17]4[CH2:23][N:22]([C:24]([O:26][C:27]([CH3:30])([CH3:29])[CH3:28])=[O:25])[CH2:21][CH2:20][C:18]=4[N:19]=3)=[CH:9][CH:8]=2)[CH:4]=[CH:5][N:6]=1.[O:39]1[CH2:43][CH2:42][CH2:41][CH:40]1[CH2:44][NH:45][CH2:46][CH3:47]. (4) Given the product [C:15]([O:14][N:13]=[C:11]1[CH2:12][N:8]([C:6]([NH:29][C:27]2[CH:28]=[C:23]([Cl:22])[CH:24]=[C:25]([Cl:32])[CH:26]=2)=[O:7])[C@H:9]([C:19]([NH:36][CH:33]2[CH2:35][CH2:34]2)=[O:21])[CH2:10]1)([CH3:16])([CH3:17])[CH3:18], predict the reactants needed to synthesize it. The reactants are: C(O[C:6]([N:8]1[CH2:12][C:11](=[N:13][O:14][C:15]([CH3:18])([CH3:17])[CH3:16])[CH2:10][C@H:9]1[C:19]([OH:21])=O)=[O:7])(C)(C)C.[Cl:22][C:23]1[CH:28]=[C:27]([N:29]=C=O)[CH:26]=[C:25]([Cl:32])[CH:24]=1.[CH:33]1([NH2:36])[CH2:35][CH2:34]1.